From a dataset of Catalyst prediction with 721,799 reactions and 888 catalyst types from USPTO. Predict which catalyst facilitates the given reaction. (1) Reactant: Cl[C:2](=[N:24][OH:25])[C:3]1[CH:23]=[CH:22][C:6]([CH2:7][N:8]([CH:16]2[CH2:21][CH2:20][O:19][CH2:18][CH2:17]2)[C:9](=[O:15])[O:10][C:11]([CH3:14])([CH3:13])[CH3:12])=[CH:5][CH:4]=1.[Br:26][C:27]1[N:28]=[C:29]([C:48]#[CH:49])[C:30]([N:33]([C:41]([O:43][C:44]([CH3:47])([CH3:46])[CH3:45])=[O:42])[C:34](=[O:40])[O:35][C:36]([CH3:39])([CH3:38])[CH3:37])=[N:31][CH:32]=1.CCN(CC)CC. Product: [Br:26][C:27]1[N:28]=[C:29]([C:48]2[O:25][N:24]=[C:2]([C:3]3[CH:23]=[CH:22][C:6]([CH2:7][N:8]([C:9]([O:10][C:11]([CH3:14])([CH3:13])[CH3:12])=[O:15])[CH:16]4[CH2:21][CH2:20][O:19][CH2:18][CH2:17]4)=[CH:5][CH:4]=3)[CH:49]=2)[C:30]([N:33]([C:41]([O:43][C:44]([CH3:47])([CH3:46])[CH3:45])=[O:42])[C:34](=[O:40])[O:35][C:36]([CH3:38])([CH3:39])[CH3:37])=[N:31][CH:32]=1. The catalyst class is: 34. (2) Reactant: [C:1]([C:3]1[CH:4]=[C:5]([NH:13][C:14]([CH:16]2[CH2:25][C:24]3[CH:23]=[C:22]([O:26][C:27]4[CH:32]=[CH:31][N:30]=[C:29]([C:33]([O:35]C(C)(C)C)=[O:34])[CH:28]=4)[CH:21]=[CH:20][C:19]=3[CH2:18][CH2:17]2)=[O:15])[CH:6]=[C:7]([C:9]([F:12])([F:11])[F:10])[CH:8]=1)#[N:2]. Product: [C:1]([C:3]1[CH:4]=[C:5]([NH:13][C:14]([CH:16]2[CH2:25][C:24]3[CH:23]=[C:22]([O:26][C:27]4[CH:32]=[CH:31][N:30]=[C:29]([C:33]([OH:35])=[O:34])[CH:28]=4)[CH:21]=[CH:20][C:19]=3[CH2:18][CH2:17]2)=[O:15])[CH:6]=[C:7]([C:9]([F:10])([F:12])[F:11])[CH:8]=1)#[N:2]. The catalyst class is: 89.